Dataset: Reaction yield outcomes from USPTO patents with 853,638 reactions. Task: Predict the reaction yield, written as a fraction of the theoretical maximum amount of product (1.0 means a 100% yield; for example, 0.34 means a 34% yield). (1) The reactants are CC1C=CC(S(O[CH2:12][C@H:13]2[CH:22]=[CH:21][C:20]3[C:15](=[C:16]([C:23]4[C:28]([Cl:29])=[CH:27][CH:26]=[CH:25][C:24]=4[Cl:30])[CH:17]=[CH:18][CH:19]=3)[O:14]2)(=O)=O)=CC=1.[CH3:31][NH2:32].[OH-].[Na+]. The catalyst is CS(C)=O. The product is [Cl:30][C:24]1[CH:25]=[CH:26][CH:27]=[C:28]([Cl:29])[C:23]=1[C:16]1[CH:17]=[CH:18][CH:19]=[C:20]2[C:15]=1[O:14][C@@H:13]([CH2:12][NH:32][CH3:31])[CH:22]=[CH:21]2. The yield is 0.700. (2) The reactants are [CH:1](=O)[C:2]1[C:3]([O:8][CH3:9])=[CH:4][CH:5]=[CH:6][CH:7]=1.[CH3:11][NH2:12].C(O)(=O)C.[BH4-].[Na+]. The catalyst is CO. The product is [CH3:9][O:8][C:3]1[CH:4]=[CH:5][CH:6]=[CH:7][C:2]=1[CH2:1][NH:12][CH3:11]. The yield is 0.790. (3) The reactants are [F:1][C:2]1[CH:3]=[C:4]([CH:6]=[CH:7][C:8]=1[N:9]1[CH2:14][CH2:13][O:12][CH2:11][CH2:10]1)[NH2:5].C[Al](C)C.C[O:20][C:21](=O)/[CH:22]=[C:23](\[NH:25][C:26](=O)[CH2:27][CH2:28][CH2:29][O:30][C:31]1[CH:36]=[CH:35][CH:34]=[C:33]([F:37])[CH:32]=1)/[CH3:24]. The catalyst is C(Cl)Cl. The product is [F:1][C:2]1[CH:3]=[C:4]([N:5]2[C:21](=[O:20])[CH:22]=[C:23]([CH3:24])[N:25]=[C:26]2[CH2:27][CH2:28][CH2:29][O:30][C:31]2[CH:36]=[CH:35][CH:34]=[C:33]([F:37])[CH:32]=2)[CH:6]=[CH:7][C:8]=1[N:9]1[CH2:14][CH2:13][O:12][CH2:11][CH2:10]1. The yield is 0.490. (4) The reactants are OC1CCN(CC2C=CC=CC=2)CC1.C([N:22]1[CH2:27][CH2:26][CH:25]([O:28][C:29](=[O:43])[NH:30][C:31]2[CH:36]=[CH:35][CH:34]=[CH:33][C:32]=2[C:37]2[CH:42]=[CH:41][CH:40]=[CH:39][CH:38]=2)[CH2:24][CH2:23]1)C1C=CC=CC=1.Cl.C([O-])=O.[NH4+]. The catalyst is C(O)C. The product is [NH:22]1[CH2:23][CH2:24][CH:25]([O:28][C:29](=[O:43])[NH:30][C:31]2[CH:36]=[CH:35][CH:34]=[CH:33][C:32]=2[C:37]2[CH:42]=[CH:41][CH:40]=[CH:39][CH:38]=2)[CH2:26][CH2:27]1. The yield is 1.00. (5) The reactants are [OH:1][CH2:2][C@H:3]1[C@@H:7]([OH:8])[CH:6]=[CH:5][CH2:4]1.ClC1C=CC=C(C(OO)=[O:17])C=1. The catalyst is C(Cl)Cl. The product is [OH:1][CH2:2][C@@H:3]1[CH2:4][C@H:5]2[C@H:6]([O:17]2)[C@@H:7]1[OH:8]. The yield is 0.760. (6) The reactants are [Cl:1][C:2]1[CH:26]=[CH:25][C:5]([CH2:6][N:7]2[C:12](=[O:13])[C:11]([O:14][CH3:15])=[N:10][N:9]([C:16]3[CH:21]=[CH:20][CH:19]=[CH:18][C:17]=3[CH2:22]O)[C:8]2=[O:24])=[CH:4][CH:3]=1.P(Br)(Br)[Br:28]. The catalyst is CC#N.O. The product is [Br:28][CH2:22][C:17]1[CH:18]=[CH:19][CH:20]=[CH:21][C:16]=1[N:9]1[C:8](=[O:24])[N:7]([CH2:6][C:5]2[CH:25]=[CH:26][C:2]([Cl:1])=[CH:3][CH:4]=2)[C:12](=[O:13])[C:11]([O:14][CH3:15])=[N:10]1. The yield is 0.860.